This data is from Peptide-MHC class II binding affinity with 134,281 pairs from IEDB. The task is: Regression. Given a peptide amino acid sequence and an MHC pseudo amino acid sequence, predict their binding affinity value. This is MHC class II binding data. (1) The peptide sequence is FDPYGATISATPESA. The MHC is HLA-DPA10103-DPB10401 with pseudo-sequence HLA-DPA10103-DPB10401. The binding affinity (normalized) is 0.454. (2) The peptide sequence is TMAGCGYLMFLGGVK. The MHC is DRB1_0901 with pseudo-sequence DRB1_0901. The binding affinity (normalized) is 0.719.